This data is from Reaction yield outcomes from USPTO patents with 853,638 reactions. The task is: Predict the reaction yield, written as a fraction of the theoretical maximum amount of product (1.0 means a 100% yield; for example, 0.34 means a 34% yield). (1) The reactants are CC1(C)[C@@H:6]([CH2:7][C:8]([OH:10])=[O:9])[C:5](=[O:11])OO1.[C:13]([O:19]C(Cl)=O)(=O)[CH2:14]C(C)C.[CH2:23](N(CC)CC)C.[CH2:30]([SH:32])[CH3:31]. The catalyst is CCOCC.C(Cl)Cl. The product is [CH3:23][C:13]1([CH3:14])[O:19][C@H:7]([CH2:6][C:5](=[O:11])[S:32][CH2:30][CH3:31])[C:8](=[O:9])[O:10]1. The yield is 0.820. (2) The reactants are [CH3:1][O:2][C:3]1[CH:8]=[CH:7][C:6]([C:9](=[O:16])[CH2:10][CH:11]([CH3:15])[C:12]([OH:14])=[O:13])=[CH:5][CH:4]=1.Br.[CH3:18][C:19](O)=O. The yield is 0.930. No catalyst specified. The product is [CH2:18]([O:13][C:12](=[O:14])[CH:11]([CH3:15])[CH2:10][C:9]([C:6]1[CH:5]=[CH:4][C:3]([O:2][CH3:1])=[CH:8][CH:7]=1)=[O:16])[CH3:19]. (3) The reactants are [O-]CC.[Ca+2].[O-]CC.[CH2:8]1[O:12][CH:9]1[CH2:10][CH3:11].[I:13][C:14]1[CH:19]=[C:18]([I:20])[CH:17]=[CH:16][C:15]=1[OH:21].Cl. No catalyst specified. The product is [I:13][C:14]1[CH:19]=[C:18]([I:20])[CH:17]=[CH:16][C:15]=1[O:21][CH2:8][CH:9]([OH:12])[CH2:10][CH3:11]. The yield is 0.670.